This data is from Reaction yield outcomes from USPTO patents with 853,638 reactions. The task is: Predict the reaction yield, written as a fraction of the theoretical maximum amount of product (1.0 means a 100% yield; for example, 0.34 means a 34% yield). (1) The reactants are [CH3:1][C:2]1([CH3:19])[C:6]([CH3:8])([CH3:7])[O:5][B:4]([C:9]2[CH:10]=[C:11]3[C:15](=[CH:16][CH:17]=2)[NH:14][C:13](=[O:18])[CH2:12]3)[O:3]1.N1CCCCC1.[O:26]1[CH:30]=[CH:29][CH:28]=[C:27]1[CH:31]=O. The catalyst is C(O)C. The product is [O:26]1[CH:30]=[CH:29][CH:28]=[C:27]1/[CH:31]=[C:12]1/[C:13](=[O:18])[NH:14][C:15]2[C:11]/1=[CH:10][C:9]([B:4]1[O:3][C:2]([CH3:19])([CH3:1])[C:6]([CH3:7])([CH3:8])[O:5]1)=[CH:17][CH:16]=2. The yield is 0.390. (2) The reactants are [I:1][C:2]1[C:3]2[CH2:13]C3C(=CC=C(C(OC)=O)C=3)C=2[NH:5][N:6]=1.[CH3:18][Mg+].[Br-].[CH2:21]1[CH2:25][O:24]CC1.[C:26]1([CH3:32])[CH:31]=[CH:30][CH:29]=[CH:28][CH:27]=1. The catalyst is C1COCC1. The product is [I:1][C:2]1[C:3]2[CH2:13][C:31]3[C:26](=[CH:27][CH:28]=[C:29]([C:25]([OH:24])([CH3:21])[CH3:18])[CH:30]=3)[C:32]=2[NH:5][N:6]=1. The yield is 0.700. (3) The product is [Br:1][C:2]1[CH:11]=[C:10]2[C:5]([NH:6][C@@H:7]([CH3:19])[CH2:8][N:9]2[C:12]([O:14][C:15]([CH3:18])([CH3:17])[CH3:16])=[O:13])=[CH:4][CH:3]=1. The catalyst is C(O)C. The reactants are [Br:1][C:2]1[CH:11]=[C:10]2[C:5]([N:6](C(=O)C(F)(F)F)[C@@H:7]([CH3:19])[CH2:8][N:9]2[C:12]([O:14][C:15]([CH3:18])([CH3:17])[CH3:16])=[O:13])=[CH:4][CH:3]=1.C(=O)(O)[O-].[Na+]. The yield is 0.970.